This data is from Full USPTO retrosynthesis dataset with 1.9M reactions from patents (1976-2016). The task is: Predict the reactants needed to synthesize the given product. (1) The reactants are: [CH3:1][C:2]([CH3:17])([CH2:8][O:9][Si:10]([CH3:16])([CH3:15])[C:11]([CH3:14])([CH3:13])[CH3:12])[CH2:3][CH:4]([OH:7])CO.O.I([O-])(=O)(=O)=O.[Na+].[BH4-].[Na+]. Given the product [CH3:1][C:2]([CH3:17])([CH2:8][O:9][Si:10]([CH3:16])([CH3:15])[C:11]([CH3:13])([CH3:12])[CH3:14])[CH2:3][CH2:4][OH:7], predict the reactants needed to synthesize it. (2) Given the product [CH3:1][C:2]1([CH3:8])[CH2:7][CH:6]2[CH:5]([O:14]2)[CH2:4][O:3]1, predict the reactants needed to synthesize it. The reactants are: [CH3:1][C:2]1([CH3:8])[CH2:7][CH:6]=[CH:5][CH2:4][O:3]1.ClC1C=C(C=CC=1)C(OO)=[O:14]. (3) Given the product [CH2:1]([O:8][CH2:9][CH2:10][CH2:11][CH2:12][CH2:13][Br:41])[C:2]1[CH:7]=[CH:6][CH:5]=[CH:4][CH:3]=1, predict the reactants needed to synthesize it. The reactants are: [CH2:1]([O:8][CH2:9][CH2:10][CH2:11][CH2:12][CH2:13]O)[C:2]1[CH:7]=[CH:6][CH:5]=[CH:4][CH:3]=1.C1(P(C2C=CC=CC=2)C2C=CC=CC=2)C=CC=CC=1.C(OC)(C)(C)C.C(Br)(Br)(Br)[Br:41]. (4) Given the product [CH:1]1([CH2:4][O:5][C:6](=[O:24])[CH:7]([C:12]2[CH:13]=[C:14]([O:19][CH2:20][CH:21]3[CH2:23][CH2:22]3)[C:15]([NH2:18])=[C:16]([Cl:25])[CH:17]=2)[CH2:8][CH:9]([CH3:11])[CH3:10])[CH2:3][CH2:2]1, predict the reactants needed to synthesize it. The reactants are: [CH:1]1([CH2:4][O:5][C:6](=[O:24])[CH:7]([C:12]2[CH:17]=[CH:16][C:15]([NH2:18])=[C:14]([O:19][CH2:20][CH:21]3[CH2:23][CH2:22]3)[CH:13]=2)[CH2:8][CH:9]([CH3:11])[CH3:10])[CH2:3][CH2:2]1.[Cl:25]N1C(=O)CCC1=O.C(=O)([O-])[O-].[K+].[K+]. (5) Given the product [CH2:17]([NH:16][C:14]([C:10]1[N:6]2[C:7](=[O:9])[CH:8]=[C:3]([CH2:2][C:22]3[CH:23]=[C:24]([F:28])[C:25]([F:27])=[CH:26][C:21]=3[CH2:19][CH3:20])[N:4]=[C:5]2[S:12][C:11]=1[CH3:13])=[O:15])[CH3:18], predict the reactants needed to synthesize it. The reactants are: Cl[CH2:2][C:3]1[N:4]=[C:5]2[S:12][C:11]([CH3:13])=[C:10]([C:14]([NH:16][CH2:17][CH3:18])=[O:15])[N:6]2[C:7](=[O:9])[CH:8]=1.[CH2:19]([C:21]1[CH:26]=[C:25]([F:27])[C:24]([F:28])=[CH:23][C:22]=1B1OC(C)(C)C(C)(C)O1)[CH3:20].C(=O)([O-])[O-].[Na+].[Na+].O1CCOCC1. (6) Given the product [C:2]([O:5][C:6]([NH:8][C@@H:9]([CH2:10][CH2:11][OH:12])[C:13]([O:15][CH2:26][C:27]1[CH:32]=[CH:31][CH:30]=[CH:29][CH:28]=1)=[O:14])=[O:7])([CH3:1])([CH3:3])[CH3:4], predict the reactants needed to synthesize it. The reactants are: [CH3:1][C:2]([O:5][C:6]([NH:8][C@H:9]([C:13]([OH:15])=[O:14])[CH2:10][CH2:11][OH:12])=[O:7])([CH3:4])[CH3:3].C(=O)(O)[O-].[K+].CN(C)C=O.[CH2:26](Br)[C:27]1[CH:32]=[CH:31][CH:30]=[CH:29][CH:28]=1. (7) Given the product [C:1]([O:5][C:6]1[CH:11]=[N:10][CH:9]=[C:8]([CH2:12][CH2:13][N:25]2[CH2:26][CH2:27][CH:22]([CH2:21][O:14][C:15]3[CH:20]=[CH:19][CH:18]=[CH:17][CH:16]=3)[CH2:23][CH2:24]2)[N:7]=1)([CH3:4])([CH3:3])[CH3:2], predict the reactants needed to synthesize it. The reactants are: [C:1]([O:5][C:6]1[CH:11]=[N:10][CH:9]=[C:8]([CH:12]=[CH2:13])[N:7]=1)([CH3:4])([CH3:3])[CH3:2].[O:14]([CH2:21][CH:22]1[CH2:27][CH2:26][NH:25][CH2:24][CH2:23]1)[C:15]1[CH:20]=[CH:19][CH:18]=[CH:17][CH:16]=1. (8) Given the product [Br-:1].[CH2:7]([P+:9]([CH2:12][CH3:13])([CH2:10][CH3:11])[CH2:2][CH2:3][CH2:4][CH2:5][CH3:6])[CH3:8], predict the reactants needed to synthesize it. The reactants are: [Br:1][CH2:2][CH2:3][CH2:4][CH2:5][CH3:6].[CH2:7]([P:9]([CH2:12][CH3:13])[CH2:10][CH3:11])[CH3:8].CCCCCC. (9) Given the product [C:1]([NH:4][C@H:5]([CH:9]1[CH2:14][CH2:13][CH2:12][CH2:11][CH2:10]1)[C:6]([OH:8])=[O:7])(=[O:3])[CH3:2], predict the reactants needed to synthesize it. The reactants are: [C:1]([NH:4][C@H:5]([C:9]1[CH2:14][CH:13]=[CH:12][CH2:11][CH:10]=1)[C:6]([OH:8])=[O:7])(=[O:3])[CH3:2].